Task: Predict the product of the given reaction.. Dataset: Forward reaction prediction with 1.9M reactions from USPTO patents (1976-2016) (1) The product is: [N:33]([CH2:10][C@H:11]1[O:15][C@@H:14]([N:16]2[CH:24]=[C:22]([CH3:23])[C:20](=[O:21])[NH:19][C:17]2=[O:18])[CH2:13][C@@H:12]1[OH:25])=[N+:34]=[N-:35]. Given the reactants C1(C)C=CC(S([CH:10](O)[C@H:11]2[O:15][C@@H:14]([N:16]3[CH:24]=[C:22]([CH3:23])[C:20](=[O:21])[NH:19][C:17]3=[O:18])[CH2:13][C@@H:12]2[OH:25])(=O)=O)=CC=1.CN(C=O)C.[N-:33]=[N+:34]=[N-:35].[Na+], predict the reaction product. (2) The product is: [C:14]([NH:13][C:11]([C:10]1[C:4]2[C:5](=[N:6][CH:7]=[C:2]([NH:26][C:27]3[CH:32]=[CH:31][C:30]([CH2:33][OH:34])=[CH:29][CH:28]=3)[N:3]=2)[N:8]([CH2:18][O:19][CH2:20][CH2:21][Si:22]([CH3:25])([CH3:24])[CH3:23])[CH:9]=1)=[O:12])([CH3:17])([CH3:16])[CH3:15]. Given the reactants Br[C:2]1[N:3]=[C:4]2[C:10]([C:11]([NH:13][C:14]([CH3:17])([CH3:16])[CH3:15])=[O:12])=[CH:9][N:8]([CH2:18][O:19][CH2:20][CH2:21][Si:22]([CH3:25])([CH3:24])[CH3:23])[C:5]2=[N:6][CH:7]=1.[NH2:26][C:27]1[CH:32]=[CH:31][C:30]([CH2:33][OH:34])=[CH:29][CH:28]=1, predict the reaction product.